This data is from Peptide-MHC class I binding affinity with 185,985 pairs from IEDB/IMGT. The task is: Regression. Given a peptide amino acid sequence and an MHC pseudo amino acid sequence, predict their binding affinity value. This is MHC class I binding data. The MHC is HLA-A29:02 with pseudo-sequence HLA-A29:02. The peptide sequence is LFTIAMWLL. The binding affinity (normalized) is 0.331.